Dataset: Reaction yield outcomes from USPTO patents with 853,638 reactions. Task: Predict the reaction yield, written as a fraction of the theoretical maximum amount of product (1.0 means a 100% yield; for example, 0.34 means a 34% yield). The reactants are [CH3:1][C:2]([CH3:4])=O.[NH2:5][CH2:6][C:7]1[CH:12]=[C:11]([O:13][C:14]2[CH:19]=[CH:18][C:17]([NH:20][C:21]3[CH:26]=[C:25]([C:27]4[CH:32]=[CH:31][CH:30]=[CH:29][CH:28]=4)[N:24]=[C:23]([NH2:33])[N:22]=3)=[CH:16][CH:15]=2)[CH:10]=[CH:9][N:8]=1.C(O[BH-](OC(=O)C)OC(=O)C)(=O)C.[Na+]. The catalyst is C(Cl)Cl.C[O-].[Ti+4].C[O-].C[O-].C[O-]. The product is [CH:2]([NH:5][CH2:6][C:7]1[CH:12]=[C:11]([O:13][C:14]2[CH:15]=[CH:16][C:17]([NH:20][C:21]3[CH:26]=[C:25]([C:27]4[CH:32]=[CH:31][CH:30]=[CH:29][CH:28]=4)[N:24]=[C:23]([NH2:33])[N:22]=3)=[CH:18][CH:19]=2)[CH:10]=[CH:9][N:8]=1)([CH3:4])[CH3:1]. The yield is 0.422.